Dataset: CYP2C9 inhibition data for predicting drug metabolism from PubChem BioAssay. Task: Regression/Classification. Given a drug SMILES string, predict its absorption, distribution, metabolism, or excretion properties. Task type varies by dataset: regression for continuous measurements (e.g., permeability, clearance, half-life) or binary classification for categorical outcomes (e.g., BBB penetration, CYP inhibition). Dataset: cyp2c9_veith. (1) The molecule is CC(C)NC(=O)N1CC[C@@]2(CCCN(S(=O)(=O)c3ccccc3)C2)C1. The result is 0 (non-inhibitor). (2) The result is 0 (non-inhibitor). The molecule is O=C(O)Cc1ccc(NC(=O)C2CCCCC2C(=O)O)cc1.